Dataset: M1 muscarinic receptor antagonist screen with 61,756 compounds. Task: Binary Classification. Given a drug SMILES string, predict its activity (active/inactive) in a high-throughput screening assay against a specified biological target. The drug is O1c2c(OCC1)ccc(OCC(O)=O)c2. The result is 0 (inactive).